Dataset: HIV replication inhibition screening data with 41,000+ compounds from the AIDS Antiviral Screen. Task: Binary Classification. Given a drug SMILES string, predict its activity (active/inactive) in a high-throughput screening assay against a specified biological target. (1) The result is 0 (inactive). The molecule is COC1C=COC2(C)Oc3c(C)c(O)c4c(O)c(c(C=NN5CCOCC5)c(O)c4c3C2=O)NC(=O)C(C)=CC=CC(C)C(O)C(C)C(O)C(C)C(OC(C)=O)C1C. (2) The compound is CC(=O)C1=CC=CC1=NNc1ccccc1. The result is 0 (inactive). (3) The molecule is CN(C)C1C(O)=C(C(N)=O)C(=O)C2(O)C(O)=C3C(=O)c4c(O)cccc4C(C)(O)C3CC12. The result is 0 (inactive). (4) The compound is CC(C)(CO)NC(=O)c1cccs1. The result is 0 (inactive). (5) The molecule is Cc1cc(NS(=O)(=O)c2ccc(N=c3c4ccccc4n(Cc4ccccc4)c4ccccc34)cc2)no1. The result is 0 (inactive). (6) The drug is CC(Oc1cc2oc(=O)cc(-c3ccccc3)c2cc1Cl)C(=O)O. The result is 0 (inactive).